This data is from Catalyst prediction with 721,799 reactions and 888 catalyst types from USPTO. The task is: Predict which catalyst facilitates the given reaction. (1) Reactant: [ClH:1].[C:2]([C:6]1[CH:11]=[CH:10][C:9](/[CH:12]=[CH:13]/[CH:14]=[CH:15]/[C:16]([N:18]2[CH2:23][CH2:22][N:21]([CH2:24][CH2:25][CH2:26][CH2:27][CH2:28][CH2:29][CH2:30][CH2:31][N:32]3[CH2:37][CH2:36][N:35]([C:38](=[O:53])/[CH:39]=[CH:40]/[CH:41]=[CH:42]/[C:43]4[CH:48]=[CH:47][C:46]([C:49]([CH3:52])([CH3:51])[CH3:50])=[CH:45][CH:44]=4)[CH2:34][CH2:33]3)[CH2:20][CH2:19]2)=[O:17])=[CH:8][CH:7]=1)([CH3:5])([CH3:4])[CH3:3]. Product: [ClH:1].[ClH:1].[C:2]([C:6]1[CH:11]=[CH:10][C:9](/[CH:12]=[CH:13]/[CH:14]=[CH:15]/[C:16]([N:18]2[CH2:19][CH2:20][N:21]([CH2:24][CH2:25][CH2:26][CH2:27][CH2:28][CH2:29][CH2:30][CH2:31][N:32]3[CH2:33][CH2:34][N:35]([C:38](=[O:53])/[CH:39]=[CH:40]/[CH:41]=[CH:42]/[C:43]4[CH:48]=[CH:47][C:46]([C:49]([CH3:52])([CH3:51])[CH3:50])=[CH:45][CH:44]=4)[CH2:36][CH2:37]3)[CH2:22][CH2:23]2)=[O:17])=[CH:8][CH:7]=1)([CH3:5])([CH3:4])[CH3:3]. The catalyst class is: 8. (2) Reactant: [Cl:1][C:2]1[CH:3]=[CH:4][C:5]([CH2:8]O)=[N:6][CH:7]=1.S(Cl)([Cl:12])=O.C(=O)([O-])O.[Na+]. Product: [Cl:1][C:2]1[CH:3]=[CH:4][C:5]([CH2:8][Cl:12])=[N:6][CH:7]=1. The catalyst class is: 4. (3) Reactant: CCN(C(C)C)C(C)C.OC(C(F)(F)F)=O.[O:17]=[C:18]([N:35]1[CH2:40][CH2:39][NH:38][CH2:37][CH2:36]1)[CH2:19][NH:20][C:21]([C:23]1[CH:28]=[CH:27][C:26]([C:29]2[CH:34]=[CH:33][CH:32]=[CH:31][CH:30]=2)=[CH:25][CH:24]=1)=[O:22].C1C=CC2N(O)N=NC=2C=1.CCN=C=NCCCN(C)C.Cl.[Br:63][C:64]1[CH:72]=[CH:71][C:70]([O:73][CH3:74])=[CH:69][C:65]=1[C:66](O)=[O:67]. Product: [Br:63][C:64]1[CH:72]=[CH:71][C:70]([O:73][CH3:74])=[CH:69][C:65]=1[C:66]([N:38]1[CH2:39][CH2:40][N:35]([C:18](=[O:17])[CH2:19][NH:20][C:21]([C:23]2[CH:24]=[CH:25][C:26]([C:29]3[CH:34]=[CH:33][CH:32]=[CH:31][CH:30]=3)=[CH:27][CH:28]=2)=[O:22])[CH2:36][CH2:37]1)=[O:67]. The catalyst class is: 18. (4) Reactant: [Br:1][C:2]1[CH:7]=[CH:6][C:5]([OH:8])=[CH:4][N:3]=1.C([O-])([O-])=O.[K+].[K+].[CH2:15]([O:17][C:18](=[O:23])[CH2:19][CH2:20][CH2:21]Br)[CH3:16]. Product: [CH2:15]([O:17][C:18](=[O:23])[CH2:19][CH2:20][CH2:21][O:8][C:5]1[CH:4]=[N:3][C:2]([Br:1])=[CH:7][CH:6]=1)[CH3:16]. The catalyst class is: 3. (5) Reactant: [CH3:1][O:2][C:3](=[O:28])[C:4]1[CH:9]=[C:8](I)[CH:7]=[C:6]([C:11](=[O:27])[C:12]2[CH:17]=[CH:16][C:15]([N:18]([C:20]3[CH:25]=[CH:24][C:23]([Cl:26])=[CH:22][CH:21]=3)[CH3:19])=[CH:14][N:13]=2)[CH:5]=1.[NH2:29][C:30]1[CH:35]=[CH:34][CH:33]=[CH:32][CH:31]=1.C1CCN2C(=NCCC2)CC1.C1C[O:50][CH2:49]C1. Product: [CH3:1][O:2][C:3](=[O:28])[C:4]1[CH:9]=[C:8]([C:49](=[O:50])[NH:29][C:30]2[CH:35]=[CH:34][CH:33]=[CH:32][CH:31]=2)[CH:7]=[C:6]([C:11](=[O:27])[C:12]2[CH:17]=[CH:16][C:15]([N:18]([C:20]3[CH:25]=[CH:24][C:23]([Cl:26])=[CH:22][CH:21]=3)[CH3:19])=[CH:14][N:13]=2)[CH:5]=1. The catalyst class is: 318. (6) Reactant: Cl.NO.C([N:7](CC)C(C)C)(C)C.C(OC(=O)[NH:17][C:18](=S)[NH:19][C:20]1[C:25]([Br:26])=[CH:24][CH:23]=[CH:22][N:21]=1)C. Product: [Br:26][C:25]1[C:20]2[N:21]([N:7]=[C:18]([NH2:17])[N:19]=2)[CH:22]=[CH:23][CH:24]=1. The catalyst class is: 645. (7) Reactant: [C:1]1([S:7]([N:10]2[CH2:35][CH:14]3[CH2:15][CH2:16][CH2:17][CH2:18][CH:19]([NH:22][C:23]([C:25]4[C:34]5[C:29](=[CH:30][CH:31]=[CH:32][CH:33]=5)[CH:28]=[CH:27][N:26]=4)=[O:24])[C:20](=[O:21])[N:13]3[CH:12]([C:36](O)=[O:37])[CH2:11]2)(=[O:9])=[O:8])[CH:6]=[CH:5][CH:4]=[CH:3][CH:2]=1.CCN=C=NCCCN(C)C.Cl.C1C=CC2N(O)N=NC=2C=1.[NH2:61][CH:62]([CH2:77][C:78]([O:80][C:81]([CH3:84])([CH3:83])[CH3:82])=[O:79])[C:63](=[O:76])[CH2:64][O:65][C:66](=[O:75])[C:67]1[C:72]([CH3:73])=[CH:71][CH:70]=[CH:69][C:68]=1[CH3:74].C(N(CC)CC)C. Product: [C:1]1([S:7]([N:10]2[CH2:35][CH:14]3[CH2:15][CH2:16][CH2:17][CH2:18][CH:19]([NH:22][C:23]([C:25]4[C:34]5[C:29](=[CH:30][CH:31]=[CH:32][CH:33]=5)[CH:28]=[CH:27][N:26]=4)=[O:24])[C:20](=[O:21])[N:13]3[CH:12]([C:36]([NH:61][CH:62]([CH2:77][C:78]([O:80][C:81]([CH3:84])([CH3:83])[CH3:82])=[O:79])[C:63](=[O:76])[CH2:64][O:65][C:66](=[O:75])[C:67]3[C:72]([CH3:73])=[CH:71][CH:70]=[CH:69][C:68]=3[CH3:74])=[O:37])[CH2:11]2)(=[O:8])=[O:9])[CH:2]=[CH:3][CH:4]=[CH:5][CH:6]=1. The catalyst class is: 4.